This data is from Forward reaction prediction with 1.9M reactions from USPTO patents (1976-2016). The task is: Predict the product of the given reaction. (1) Given the reactants [F:1][C:2]1[CH:7]=[CH:6][CH:5]=[CH:4][C:3]=1[C:8]1[CH:13]=[CH:12][N:11]=[C:10]([NH2:14])[C:9]=1[N+:15]([O-])=O, predict the reaction product. The product is: [F:1][C:2]1[CH:7]=[CH:6][CH:5]=[CH:4][C:3]=1[C:8]1[CH:13]=[CH:12][N:11]=[C:10]([NH2:14])[C:9]=1[NH2:15]. (2) Given the reactants [C:1]([C:3]1[CH:8]=[C:7]([C:9]2[N:10]=[C:11]([NH:14][C:15]3[CH:20]=[CH:19][CH:18]=[C:17]([CH3:21])[CH:16]=3)[S:12][CH:13]=2)[CH:6]=[CH:5][N:4]=1)#[CH:2], predict the reaction product. The product is: [CH2:1]([C:3]1[CH:8]=[C:7]([C:9]2[N:10]=[C:11]([NH:14][C:15]3[CH:20]=[CH:19][CH:18]=[C:17]([CH3:21])[CH:16]=3)[S:12][CH:13]=2)[CH:6]=[CH:5][N:4]=1)[CH3:2].